Dataset: Full USPTO retrosynthesis dataset with 1.9M reactions from patents (1976-2016). Task: Predict the reactants needed to synthesize the given product. (1) Given the product [NH2:3][C:2]1[S:1][C:25]2[CH:24]=[C:9]([O:10][C:11]3[CH:12]=[C:13]([NH:17][C:18](=[O:23])[C:19]([F:21])([F:22])[F:20])[CH:14]=[CH:15][CH:16]=3)[CH:8]=[CH:7][C:6]=2[N:5]=1, predict the reactants needed to synthesize it. The reactants are: [S-:1][C:2]#[N:3].[K+].[NH2:5][C:6]1[CH:25]=[CH:24][C:9]([O:10][C:11]2[CH:12]=[C:13]([NH:17][C:18](=[O:23])[C:19]([F:22])([F:21])[F:20])[CH:14]=[CH:15][CH:16]=2)=[CH:8][CH:7]=1.BrBr. (2) The reactants are: [Br:1][C:2]1[S:6][C:5]([C:7]([O:9]CC)=[O:8])=[CH:4][C:3]=1[C:12]1[CH:17]=[CH:16][CH:15]=[C:14]([Cl:18])[CH:13]=1.[OH-].[Li+].O.Cl. Given the product [Br:1][C:2]1[S:6][C:5]([C:7]([OH:9])=[O:8])=[CH:4][C:3]=1[C:12]1[CH:17]=[CH:16][CH:15]=[C:14]([Cl:18])[CH:13]=1, predict the reactants needed to synthesize it. (3) Given the product [CH3:34][S:35]([O:18][CH2:17][CH2:16][CH2:15][N:7]1[C:8](=[O:14])[C:9]2[N:10]([CH2:11][CH:12]=[CH2:13])[C:2]([Cl:1])=[N:3][C:4]=2[N:5]([CH2:20][CH2:21][CH2:22][C:23]([F:26])([F:24])[F:25])[C:6]1=[O:19])(=[O:37])=[O:36], predict the reactants needed to synthesize it. The reactants are: [Cl:1][C:2]1[N:10]([CH2:11][CH:12]=[CH2:13])[C:9]2[C:8](=[O:14])[N:7]([CH2:15][CH2:16][CH2:17][OH:18])[C:6](=[O:19])[N:5]([CH2:20][CH2:21][CH2:22][C:23]([F:26])([F:25])[F:24])[C:4]=2[N:3]=1.C(N(CC)CC)C.[CH3:34][S:35](O[S:35]([CH3:34])(=[O:37])=[O:36])(=[O:37])=[O:36].C(=O)(O)[O-].[Na+].